This data is from Forward reaction prediction with 1.9M reactions from USPTO patents (1976-2016). The task is: Predict the product of the given reaction. (1) Given the reactants [Br:1][C:2]1[CH:3]=[CH:4][C:5]2[S:9](=[O:11])(=[O:10])[NH:8][C:7](=O)[C:6]=2[CH:13]=1.[CH:14]1([Mg]Br)[CH2:16][CH2:15]1, predict the reaction product. The product is: [Br:1][C:2]1[CH:3]=[CH:4][C:5]2[S:9](=[O:11])(=[O:10])[N:8]=[C:7]([CH:14]3[CH2:16][CH2:15]3)[C:6]=2[CH:13]=1. (2) Given the reactants Cl[C:2]1[C:11]([CH3:12])=[C:10]([Cl:13])[C:9]2[C:4](=[CH:5][C:6]([F:15])=[CH:7][C:8]=2[F:14])[N:3]=1.[Cl-].[CH3:17][O:18][C:19]1[CH:20]=[C:21]([CH:24]=[CH:25][CH:26]=1)[CH2:22][Zn+], predict the reaction product. The product is: [Cl:13][C:10]1[C:9]2[C:4](=[CH:5][C:6]([F:15])=[CH:7][C:8]=2[F:14])[N:3]=[C:2]([CH2:22][C:21]2[CH:24]=[CH:25][CH:26]=[C:19]([O:18][CH3:17])[CH:20]=2)[C:11]=1[CH3:12]. (3) The product is: [CH3:1][C:2]1[N:7]2[CH:8]=[C:9]([C:11]([OH:13])=[O:12])[N:10]=[C:6]2[CH:5]=[C:4]([CH3:16])[N:3]=1. Given the reactants [CH3:1][C:2]1[N:7]2[CH:8]=[C:9]([C:11]([O:13]CC)=[O:12])[N:10]=[C:6]2[CH:5]=[C:4]([CH3:16])[N:3]=1.[OH-].[Na+], predict the reaction product. (4) Given the reactants Br[C:2]1[N:3]([CH2:21][CH:22]([O:25][CH3:26])[O:23][CH3:24])[C:4]2[C:9]([C:10]=1[CH:11]1[CH2:16][CH2:15][CH2:14][CH2:13][CH2:12]1)=[CH:8][CH:7]=[C:6]([C:17]([O:19][CH3:20])=[O:18])[CH:5]=2.[CH:27]([C:29]1[CH:34]=[CH:33][CH:32]=[CH:31][C:30]=1B(O)O)=[O:28], predict the reaction product. The product is: [CH:11]1([C:10]2[C:9]3[C:4](=[CH:5][C:6]([C:17]([O:19][CH3:20])=[O:18])=[CH:7][CH:8]=3)[N:3]([CH2:21][CH:22]([O:25][CH3:26])[O:23][CH3:24])[C:2]=2[C:30]2[CH:31]=[CH:32][CH:33]=[CH:34][C:29]=2[CH:27]=[O:28])[CH2:16][CH2:15][CH2:14][CH2:13][CH2:12]1. (5) Given the reactants CNC.[CH3:4][N:5]1[C:9]2[CH:10]=[CH:11][C:12]([C:14](=[O:16])[CH3:15])=[CH:13][C:8]=2[N:7]=[C:6]1[CH2:17][N:18]1[CH2:23]CN(C)C[CH2:19]1.[C:25]([OH:31])([C:27]([F:30])([F:29])[F:28])=[O:26], predict the reaction product. The product is: [CH3:23][N:18]([CH2:17][C:6]1[N:5]([CH3:4])[C:9]2[CH:10]=[CH:11][C:12]([C:14](=[O:16])[CH3:15])=[CH:13][C:8]=2[N:7]=1)[CH3:19].[C:25]([OH:31])([C:27]([F:30])([F:29])[F:28])=[O:26]. (6) Given the reactants C(O)(C(F)(F)F)=O.[O:8]=[C:9]1[N:15]2[CH2:16][C@@H:11]([CH2:12][CH2:13][C@H:14]2[C:17]([O:19][CH2:20][CH:21]2[CH2:26][CH2:25][N:24](C(OC(C)(C)C)=O)[CH2:23][CH2:22]2)=[O:18])[N:10]1[O:34][S:35]([OH:38])(=[O:37])=[O:36], predict the reaction product. The product is: [O:8]=[C:9]1[N:15]2[CH2:16][C@@H:11]([CH2:12][CH2:13][C@H:14]2[C:17]([O:19][CH2:20][CH:21]2[CH2:22][CH2:23][NH:24][CH2:25][CH2:26]2)=[O:18])[N:10]1[O:34][S:35]([OH:38])(=[O:37])=[O:36]. (7) Given the reactants [O:1]=[C:2]1[C:12]2[CH:11]=[C:10]3[O:13][CH2:14][O:15][C:9]3=[CH:8][C:7]=2[C:4]2([CH2:6][CH2:5]2)[N:3]1[CH2:16][CH2:17][CH:18]1[CH2:23][CH2:22][N:21](C(OC(C)(C)C)=O)[CH2:20][CH2:19]1.[ClH:31], predict the reaction product. The product is: [ClH:31].[NH:21]1[CH2:22][CH2:23][CH:18]([CH2:17][CH2:16][N:3]2[C:4]3([CH2:6][CH2:5]3)[C:7]3[CH:8]=[C:9]4[O:15][CH2:14][O:13][C:10]4=[CH:11][C:12]=3[C:2]2=[O:1])[CH2:19][CH2:20]1.